From a dataset of Peptide-MHC class I binding affinity with 185,985 pairs from IEDB/IMGT. Regression. Given a peptide amino acid sequence and an MHC pseudo amino acid sequence, predict their binding affinity value. This is MHC class I binding data. (1) The peptide sequence is RSTSLSVSLV. The MHC is Mamu-A02 with pseudo-sequence Mamu-A02. The binding affinity (normalized) is 0.763. (2) The peptide sequence is TRREVHIYY. The MHC is HLA-A26:01 with pseudo-sequence HLA-A26:01. The binding affinity (normalized) is 0.0847. (3) The binding affinity (normalized) is 0.0444. The MHC is H-2-Kb with pseudo-sequence H-2-Kb. The peptide sequence is VGHEFVGEI. (4) The peptide sequence is RILHNFAYSL. The MHC is HLA-B08:01 with pseudo-sequence HLA-B08:01. The binding affinity (normalized) is 0.499. (5) The peptide sequence is LAGAWGDLW. The MHC is HLA-B51:01 with pseudo-sequence HLA-B51:01. The binding affinity (normalized) is 0.0434. (6) The peptide sequence is AYIDNYNKG. The MHC is HLA-A23:01 with pseudo-sequence HLA-A23:01. The binding affinity (normalized) is 0.0356. (7) The peptide sequence is DINITHTNI. The MHC is HLA-A02:06 with pseudo-sequence HLA-A02:06. The binding affinity (normalized) is 0.149. (8) The peptide sequence is TGGFFRPW. The MHC is Mamu-B03 with pseudo-sequence Mamu-B03. The binding affinity (normalized) is 0.107. (9) The peptide sequence is LAELLEMKY. The MHC is HLA-A68:01 with pseudo-sequence HLA-A68:01. The binding affinity (normalized) is 0. (10) The peptide sequence is VRDVVMPAL. The MHC is HLA-A11:01 with pseudo-sequence HLA-A11:01. The binding affinity (normalized) is 0.0847.